The task is: Predict the reaction yield, written as a fraction of the theoretical maximum amount of product (1.0 means a 100% yield; for example, 0.34 means a 34% yield).. This data is from Reaction yield outcomes from USPTO patents with 853,638 reactions. (1) The reactants are C([C:3]1[CH:4]=[C:5]2[C:9](=[CH:10][CH:11]=1)[N:8]([CH:12]1[CH2:17][CH2:16][CH2:15][CH2:14][O:13]1)[N:7]=[C:6]2[C:18]1[CH:19]=[C:20]([CH:24]=[CH:25][CH:26]=1)[C:21](O)=[O:22])#N.Cl.[NH2:28][CH:29]1[CH2:37][C:36]2[C:31](=[CH:32][CH:33]=[CH:34][CH:35]=2)[CH2:30]1.C1C=CC2N(O)N=[N:44][C:42]=2C=1.CCN=C=NCCCN(C)C.Cl.C(N(CC)CC)C. The catalyst is C1COCC1.CN(C=O)C. The product is [C:42]([CH:15]1[CH2:14][O:13][CH:12]([N:8]2[C:9]3[C:5](=[CH:4][CH:3]=[CH:11][CH:10]=3)[C:6]([C:18]3[CH:19]=[C:20]([C:21]([NH:28][CH:29]4[CH2:37][C:36]5[C:31](=[CH:32][CH:33]=[CH:34][CH:35]=5)[CH2:30]4)=[O:22])[CH:24]=[CH:25][CH:26]=3)=[N:7]2)[CH2:17][CH2:16]1)#[N:44]. The yield is 0.780. (2) The yield is 0.760. The reactants are C[O:2][C:3]1[CH:4]=[C:5]2[C:10](=[CH:11][CH:12]=1)[N:9]=[C:8]([C:13]1[CH:21]=[CH:20][C:16]([C:17]([OH:19])=[O:18])=[CH:15][CH:14]=1)[N:7]=[C:6]2[CH3:22].B(Br)(Br)Br. The catalyst is C(Cl)Cl. The product is [OH:2][C:3]1[CH:4]=[C:5]2[C:10](=[CH:11][CH:12]=1)[N:9]=[C:8]([C:13]1[CH:14]=[CH:15][C:16]([C:17]([OH:19])=[O:18])=[CH:20][CH:21]=1)[N:7]=[C:6]2[CH3:22]. (3) The reactants are FC(F)OC1C=C2C(=CC=1)N(CCCN(C)C)N=C2[C:19]1[N:24]=[C:23]2[C:25]([C:47]([NH:49][C:50]3([CH3:53])[CH2:52][CH2:51]3)=[O:48])=[CH:26][N:27](C(C3C=CC=CC=3)(C3C=CC=CC=3)C3C=CC=CC=3)[C:22]2=[N:21][CH:20]=1.[F:55][C:56]([F:61])([F:60])[C:57]([OH:59])=[O:58]. The catalyst is ClCCl. The product is [F:55][C:56]([F:61])([F:60])[C:57]([OH:59])=[O:58].[CH3:53][C:50]1([NH:49][C:47]([C:25]2[C:23]3=[N:24][CH:19]=[CH:20][N:21]=[C:22]3[NH:27][CH:26]=2)=[O:48])[CH2:51][CH2:52]1. The yield is 0.0700. (4) The reactants are C([O:3][C:4]([C:6]1([NH:15][C:16]([C:18]2[C:27]3[C:22](=[CH:23][CH:24]=[CH:25][CH:26]=3)[CH:21]=[CH:20][CH:19]=2)=[O:17])[CH2:14][C:13]2[C:8](=[CH:9][CH:10]=[CH:11][CH:12]=2)[CH2:7]1)=[O:5])C.[OH-].[K+].O. The catalyst is CCO. The product is [C:18]1([C:16]([NH:15][C:6]2([C:4]([OH:5])=[O:3])[CH2:7][C:8]3[C:13](=[CH:12][CH:11]=[CH:10][CH:9]=3)[CH2:14]2)=[O:17])[C:27]2[C:22](=[CH:23][CH:24]=[CH:25][CH:26]=2)[CH:21]=[CH:20][CH:19]=1. The yield is 0.970. (5) The reactants are [NH2:1][C:2]1[N:7]=[C:6](/[C:8](=[C:11]2\[NH:12][C:13]3[CH:21]=[CH:20][CH:19]=[CH:18][C:14]=3[N:15]\2[CH2:16][CH3:17])/[C:9]#[N:10])[CH:5]=[CH:4][N:3]=1.[CH3:22][C:23]([O:26][C:27]([N:29]1[C@@H:33]([C:34]([OH:36])=O)[CH2:32][S:31][CH2:30]1)=[O:28])([CH3:25])[CH3:24].[CH3:37]CN(C(C)C)C(C)C. The catalyst is C(Cl)Cl.C1COCC1.C(Cl)Cl. The product is [C:9](/[C:8](=[C:11]1/[NH:12][C:13]2[CH:21]=[CH:20][CH:19]=[CH:18][C:14]=2[N:15]/1[CH2:16][CH3:17])/[C:6]1[C:5]([CH3:37])=[CH:4][N:3]=[C:2]([NH:1][C:34]([C@H:33]2[CH2:32][S:31][CH2:30][N:29]2[C:27]([O:26][C:23]([CH3:25])([CH3:24])[CH3:22])=[O:28])=[O:36])[N:7]=1)#[N:10]. The yield is 0.550.